From a dataset of Catalyst prediction with 721,799 reactions and 888 catalyst types from USPTO. Predict which catalyst facilitates the given reaction. Reactant: [Br:1][C:2]1[C:3](F)=[C:4]2[C:10]([NH:11][C:12]([C:14]3[CH:15]=[N:16][N:17]([CH2:19][C:20]4[CH:25]=[CH:24][CH:23]=[CH:22][CH:21]=4)[CH:18]=3)=[O:13])=[CH:9][NH:8][C:5]2=[N:6][CH:7]=1.C(OC(=O)[NH:33][C@@H:34]1[CH2:39][CH2:38][CH2:37][NH:36][CH2:35]1)(C)(C)C. Product: [NH2:33][C@@H:34]1[CH2:39][CH2:38][CH2:37][N:36]([C:3]2[C:2]([Br:1])=[CH:7][N:6]=[C:5]3[NH:8][CH:9]=[C:10]([NH:11][C:12]([C:14]4[CH:15]=[N:16][N:17]([CH2:19][C:20]5[CH:25]=[CH:24][CH:23]=[CH:22][CH:21]=5)[CH:18]=4)=[O:13])[C:4]=23)[CH2:35]1. The catalyst class is: 51.